This data is from Reaction yield outcomes from USPTO patents with 853,638 reactions. The task is: Predict the reaction yield, written as a fraction of the theoretical maximum amount of product (1.0 means a 100% yield; for example, 0.34 means a 34% yield). (1) The reactants are [N:1]1([C:5]([C:7]2[CH:31]=[CH:30][C:10]([O:11][C:12]3[CH:13]=[C:14]([CH:19]=[C:20]([O:22][C@H:23]4[CH2:27][CH2:26][N:25]([CH3:28])[C:24]4=[O:29])[CH:21]=3)[C:15]([O:17]C)=[O:16])=[CH:9][CH:8]=2)=[O:6])[CH2:4][CH2:3][CH2:2]1.CO.O. The catalyst is C1COCC1.[OH-].[Li+]. The product is [N:1]1([C:5]([C:7]2[CH:8]=[CH:9][C:10]([O:11][C:12]3[CH:13]=[C:14]([CH:19]=[C:20]([O:22][C@H:23]4[CH2:27][CH2:26][N:25]([CH3:28])[C:24]4=[O:29])[CH:21]=3)[C:15]([OH:17])=[O:16])=[CH:30][CH:31]=2)=[O:6])[CH2:4][CH2:3][CH2:2]1. The yield is 1.00. (2) The reactants are [F:1][C:2]1[CH:3]=[C:4](B(O)O)[CH:5]=[C:6]([F:8])[CH:7]=1.N[C@@H]1CC[CH2:16][CH2:15][C@H:14]1[OH:19].C[Si]([N-][Si](C)(C)C)(C)C.[Na+].IC1COC1. The catalyst is CC(O)C.[Ni](I)I. The product is [F:1][C:2]1[CH:3]=[C:4]([CH:15]2[CH2:14][O:19][CH2:16]2)[CH:5]=[C:6]([F:8])[CH:7]=1. The yield is 0.630. (3) The reactants are [C:1]([C:3]1[CH:8]=[CH:7][C:6]([C:9]2[O:13][C:12]([NH:14][C:15]3[CH:16]=[C:17]([NH:21][S:22]([CH3:25])(=[O:24])=[O:23])[CH:18]=[CH:19][CH:20]=3)=[N:11][CH:10]=2)=[CH:5][CH:4]=1)#[N:2].[N-:26]=[N+:27]=[N-:28].[Na+].[Cl-].[NH4+].O. The catalyst is CN(C=O)C. The product is [NH:26]1[C:1]([C:3]2[CH:8]=[CH:7][C:6]([C:9]3[O:13][C:12]([NH:14][C:15]4[CH:16]=[C:17]([NH:21][S:22]([CH3:25])(=[O:24])=[O:23])[CH:18]=[CH:19][CH:20]=4)=[N:11][CH:10]=3)=[CH:5][CH:4]=2)=[N:2][N:28]=[N:27]1. The yield is 0.900. (4) The reactants are [CH2:1]([O:3][C:4](=[O:16])[CH2:5][C@@H:6]([NH2:15])[C:7]1[CH:12]=[CH:11][C:10]([F:13])=[CH:9][C:8]=1[Br:14])[CH3:2].[CH2:17]=[C:18]1[O:22][C:20](=[O:21])[CH2:19]1. The product is [CH2:1]([O:3][C:4](=[O:16])[CH2:5][C@H:6]([C:7]1[CH:12]=[CH:11][C:10]([F:13])=[CH:9][C:8]=1[Br:14])[NH:15][C:20](=[O:21])[CH2:19][C:18](=[O:22])[CH3:17])[CH3:2]. The catalyst is C(Cl)Cl. The yield is 0.990. (5) The reactants are [CH2:1]([O:3][C:4](=[O:21])[CH2:5][CH2:6][C:7]([C:9]1[CH2:14][CH2:13][CH2:12][CH2:11][C:10]=1[N:15]1[CH2:20][CH2:19][O:18][CH2:17][CH2:16]1)=O)[CH3:2].Cl.NC(C(OCC)=O)C(OCC)=[O:26].C([O-])(=O)C.[Na+].C(O)(=O)C. The catalyst is C(OCC)(=O)C.O. The product is [CH2:19]([O:18][C:17]([C:16]1[NH:15][C:10]2[CH2:11][CH2:12][CH2:13][CH2:14][C:9]=2[C:7]=1[CH2:6][CH2:5][C:4]([O:3][CH2:1][CH3:2])=[O:21])=[O:26])[CH3:20]. The yield is 1.05. (6) The reactants are [S:1]1[CH:5]=[CH:4][CH:3]=[C:2]1[C:6](Cl)=[O:7].[C:9]([O:13][C:14]([N:16]1[CH2:21][CH2:20][NH:19][CH2:18][CH2:17]1)=[O:15])([CH3:12])([CH3:11])[CH3:10]. The catalyst is CN(C1C=CN=CC=1)C.N1C=CC=CC=1. The product is [C:9]([O:13][C:14]([N:16]1[CH2:21][CH2:20][N:19]([C:6]([C:2]2[S:1][CH:5]=[CH:4][CH:3]=2)=[O:7])[CH2:18][CH2:17]1)=[O:15])([CH3:12])([CH3:10])[CH3:11]. The yield is 0.880. (7) The reactants are Cl[C:2]1[C:11]2[C:6](=[CH:7][CH:8]=[C:9]([Br:12])[CH:10]=2)[N:5]=[CH:4][CH:3]=1.[NH:13]1[CH2:18][CH2:17][CH2:16][CH2:15][CH2:14]1. The catalyst is CN1CCCC1=O. The product is [Br:12][C:9]1[CH:10]=[C:11]2[C:6](=[CH:7][CH:8]=1)[N:5]=[CH:4][CH:3]=[C:2]2[N:13]1[CH2:18][CH2:17][CH2:16][CH2:15][CH2:14]1. The yield is 0.730.